From a dataset of Forward reaction prediction with 1.9M reactions from USPTO patents (1976-2016). Predict the product of the given reaction. (1) The product is: [CH2:6]([N:13]([C:35]([O:37][CH2:38][C:39]1[CH:44]=[CH:43][CH:42]=[CH:41][CH:40]=1)=[O:36])[C@H:14]1[CH2:19][CH2:18][N:17]([C:20]([O:22][C:23]([CH3:24])([CH3:25])[CH3:26])=[O:21])[CH2:16][C@H:15]1[O:27][CH3:28])[C:7]1[CH:8]=[CH:9][CH:10]=[CH:11][CH:12]=1. Given the reactants C1COCC1.[CH2:6]([NH:13][C@H:14]1[CH2:19][CH2:18][N:17]([C:20]([O:22][C:23]([CH3:26])([CH3:25])[CH3:24])=[O:21])[CH2:16][C@H:15]1[O:27][CH3:28])[C:7]1[CH:12]=[CH:11][CH:10]=[CH:9][CH:8]=1.C(=O)(O)[O-].[Na+].Cl[C:35]([O:37][CH2:38][C:39]1[CH:44]=[CH:43][CH:42]=[CH:41][CH:40]=1)=[O:36], predict the reaction product. (2) The product is: [CH3:9][O:10][C:11](=[O:43])/[C:12](/[NH:13][C:14](=[O:36])[C:15]1[CH:20]=[CH:19][C:18]([C:21]([NH:23][CH2:24][C:25]2[CH:30]=[CH:29][CH:28]=[C:27]([O:31][CH2:32][O:33][CH3:34])[CH:26]=2)=[O:22])=[CH:17][C:16]=1[Cl:35])=[CH:44]/[C:46]1[CH:51]=[CH:50][C:49]([S:52]([NH2:55])(=[O:54])=[O:53])=[CH:48][CH:47]=1. Given the reactants CN(C)C(N(C)C)=N.[CH3:9][O:10][C:11](=[O:43])[CH:12](P(OC)(OC)=O)[NH:13][C:14](=[O:36])[C:15]1[CH:20]=[CH:19][C:18]([C:21]([NH:23][CH2:24][C:25]2[CH:30]=[CH:29][CH:28]=[C:27]([O:31][CH2:32][O:33][CH3:34])[CH:26]=2)=[O:22])=[CH:17][C:16]=1[Cl:35].[CH:44]([C:46]1[CH:51]=[CH:50][C:49]([S:52]([NH2:55])(=[O:54])=[O:53])=[CH:48][CH:47]=1)=O.O, predict the reaction product.